From a dataset of Forward reaction prediction with 1.9M reactions from USPTO patents (1976-2016). Predict the product of the given reaction. (1) Given the reactants C(O)(C(F)(F)F)=O.C([SiH](CC)CC)C.COC1C=C(OC)C=CC=1C[NH:20][C:21]1[C:22]2[N:23]([C:27]([C@@H:54]3[CH2:62][CH2:61][C@@H:60]4[N:56]([C:57](=[O:63])[CH2:58][CH2:59]4)[CH2:55]3)=[N:28][C:29]=2[C:30]2[CH:48]=[CH:47][C:33]([C:34]([NH:36][C:37]3[CH:42]=[C:41]([C:43]([F:46])([F:45])[F:44])[CH:40]=[CH:39][N:38]=3)=[O:35])=[CH:32][C:31]=2[O:49][CH2:50][CH2:51][O:52][CH3:53])[CH:24]=[CH:25][N:26]=1, predict the reaction product. The product is: [NH2:20][C:21]1[C:22]2[N:23]([C:27]([C@@H:54]3[CH2:62][CH2:61][C@@H:60]4[N:56]([C:57](=[O:63])[CH2:58][CH2:59]4)[CH2:55]3)=[N:28][C:29]=2[C:30]2[CH:48]=[CH:47][C:33]([C:34]([NH:36][C:37]3[CH:42]=[C:41]([C:43]([F:46])([F:45])[F:44])[CH:40]=[CH:39][N:38]=3)=[O:35])=[CH:32][C:31]=2[O:49][CH2:50][CH2:51][O:52][CH3:53])[CH:24]=[CH:25][N:26]=1. (2) Given the reactants [CH3:1][N:2]([C@@H:10]([CH3:35])[C:11]([NH:13][C@H:14]1[C@H:20]([CH3:21])[N:19]([C:22]([CH:24]2[CH2:29][CH2:28][O:27][CH2:26][CH2:25]2)=[O:23])[C:18]2[CH:30]=[CH:31][CH:32]=[CH:33][C:17]=2[NH:16][C:15]1=[O:34])=[O:12])[C:3](=[O:9])[O:4][C:5]([CH3:8])([CH3:7])[CH3:6].Cl[CH2:37][C:38]1[C:47]2[C:42](=[CH:43][CH:44]=[CH:45][CH:46]=2)[CH:41]=[CH:40][C:39]=1[O:48][CH3:49].C(=O)([O-])[O-].[Cs+].[Cs+].[I-].[Na+], predict the reaction product. The product is: [CH3:49][O:48][C:39]1[CH:40]=[CH:41][C:42]2[C:47](=[CH:46][CH:45]=[CH:44][CH:43]=2)[C:38]=1[CH2:37][N:16]1[C:15](=[O:34])[C@@H:14]([NH:13][C:11](=[O:12])[C@@H:10]([N:2]([CH3:1])[C:3](=[O:9])[O:4][C:5]([CH3:6])([CH3:7])[CH3:8])[CH3:35])[C@H:20]([CH3:21])[N:19]([C:22]([CH:24]2[CH2:29][CH2:28][O:27][CH2:26][CH2:25]2)=[O:23])[C:18]2[CH:30]=[CH:31][CH:32]=[CH:33][C:17]1=2.